From a dataset of Full USPTO retrosynthesis dataset with 1.9M reactions from patents (1976-2016). Predict the reactants needed to synthesize the given product. (1) Given the product [CH3:1][O:2][C:3]([C:4]1[CH:9]=[C:8]([NH2:10])[C:7]2[N:6]([N:25]=[C:33]([C:31]3[O:32][C:28]([CH3:27])=[CH:29][CH:30]=3)[N:11]=2)[CH:5]=1)=[O:12], predict the reactants needed to synthesize it. The reactants are: [CH3:1][O:2][C:3](=[O:12])[C:4]1[CH:9]=[C:8]([NH2:10])[C:7]([NH2:11])=[N:6][CH:5]=1.C1(C)C=C(C)C=C(C)C=1S(O[NH2:25])(=O)=O.[CH3:27][C:28]1[O:32][C:31]([CH:33]=O)=[CH:30][CH:29]=1. (2) Given the product [CH2:18]([O:1][C:2]1[CH:3]=[CH:4][C:5]([C:6]([O:8][CH3:9])=[O:7])=[CH:10][CH:11]=1)[CH2:19][CH2:21][CH2:22][CH2:23][CH2:24][CH2:25][CH3:26], predict the reactants needed to synthesize it. The reactants are: [OH:1][C:2]1[CH:11]=[CH:10][C:5]([C:6]([O:8][CH3:9])=[O:7])=[CH:4][CH:3]=1.C(=O)([O-])[O-].[K+].[K+].[CH3:18][C:19]([CH3:21])=O.[CH2:22](Br)[CH2:23][CH2:24][CH2:25][CH2:26]C(C)C. (3) Given the product [ClH:87].[ClH:33].[CH3:35][NH:38][C:39]([C:41]1[C:49]2[CH:48]=[C:47]([C:50]3[C:55]([Cl:87])=[CH:54][N:53]=[C:52]([NH:57][CH2:58][CH2:59][CH2:60][CH:61]4[CH2:66][CH2:65][N:64]([CH3:67])[CH2:63][CH2:62]4)[N:51]=3)[S:46][C:45]=2[CH:44]=[CH:43][CH:42]=1)=[O:40], predict the reactants needed to synthesize it. The reactants are: C1(NC(C2C3C=C(C4C(F)=CN=C(NCCCC5CCNCC5)N=4)SC=3C=CC=2)=O)CC1.[ClH:33].Cl.[CH:35]1([NH:38][C:39]([C:41]2[C:49]3[CH:48]=[C:47]([C:50]4[C:55](F)=[CH:54][N:53]=[C:52]([NH:57][CH2:58][CH2:59][CH2:60][CH:61]5[CH2:66][CH2:65][N:64]([CH3:67])[CH2:63][CH2:62]5)[N:51]=4)[S:46][C:45]=3[CH:44]=[CH:43][CH:42]=2)=[O:40])CC1.CNC(C1C2C=C(C3C([Cl:87])=CN=C(Cl)N=3)SC=2C=CC=1)=O. (4) Given the product [CH:8]1([O:7][C:4]2[CH:5]=[CH:6][N:1]=[CH:2][CH:3]=2)[CH2:11][CH2:10][CH2:9]1, predict the reactants needed to synthesize it. The reactants are: [N:1]1[CH:6]=[CH:5][C:4]([OH:7])=[CH:3][CH:2]=1.[CH:8]1(O)[CH2:11][CH2:10][CH2:9]1.C1(P(C2C=CC=CC=2)C2C=CC=CC=2)C=CC=CC=1.CC(OC(/N=N/C(OC(C)C)=O)=O)C. (5) Given the product [CH3:19][C:18]1[CH:17]=[CH:27][N:10]=[C:2]([C:3]2[CH:8]=[CH:7][N:6]=[CH:5][CH:4]=2)[N:9]=1, predict the reactants needed to synthesize it. The reactants are: Cl.[C:2]([NH2:10])(=[NH:9])[C:3]1[CH:8]=[CH:7][N:6]=[CH:5][CH:4]=1.COC(OC)C.[CH2:17]1[CH2:27]CN2C(=NCCC2)[CH2:19][CH2:18]1.